Dataset: Reaction yield outcomes from USPTO patents with 853,638 reactions. Task: Predict the reaction yield, written as a fraction of the theoretical maximum amount of product (1.0 means a 100% yield; for example, 0.34 means a 34% yield). (1) The reactants are [NH:1]([C:3]([O:5][C:6]([CH3:9])([CH3:8])[CH3:7])=[O:4])[NH2:2].Cl[CH2:11][C:12]1[C:21]2[C:16](=[CH:17][CH:18]=[CH:19][CH:20]=2)[CH:15]=[CH:14][CH:13]=1. The catalyst is CCO. The product is [C:12]1([CH2:11][NH:2][NH:1][C:3]([O:5][C:6]([CH3:9])([CH3:8])[CH3:7])=[O:4])[C:21]2[C:16](=[CH:17][CH:18]=[CH:19][CH:20]=2)[CH:15]=[CH:14][CH:13]=1. The yield is 0.270. (2) The reactants are [C:1]([C:5]1[S:9][C:8](=[NH:10])[N:7]([CH2:11][C:12]2([OH:18])[CH2:17][CH2:16][CH2:15][CH2:14][CH2:13]2)[CH:6]=1)([CH3:4])([CH3:3])[CH3:2].[Cl:19][C:20]1[CH:21]=[CH:22][C:23]([O:29][CH3:30])=[C:24]([CH:28]=1)[C:25](O)=[O:26].S(Cl)(Cl)=O.C(N(CC)CC)C. The catalyst is C1COCC1. The product is [C:1]([C:5]1[S:9]/[C:8](=[N:10]\[C:25](=[O:26])[C:24]2[CH:28]=[C:20]([Cl:19])[CH:21]=[CH:22][C:23]=2[O:29][CH3:30])/[N:7]([CH2:11][C:12]2([OH:18])[CH2:13][CH2:14][CH2:15][CH2:16][CH2:17]2)[CH:6]=1)([CH3:4])([CH3:2])[CH3:3]. The yield is 0.500. (3) The reactants are Br[C:2]1[CH:3]=[C:4]([NH:10][C:11]2[CH:16]=[N:15][CH:14]=[CH:13][N:12]=2)[C:5](=[O:9])[N:6]([CH3:8])[CH:7]=1.[B:17]1([B:17]2[O:21][C:20]([CH3:23])([CH3:22])[C:19]([CH3:25])([CH3:24])[O:18]2)[O:21][C:20]([CH3:23])([CH3:22])[C:19]([CH3:25])([CH3:24])[O:18]1.CC(C1C=C(C(C)C)C(C2C=CC=CC=2P(C2CCCCC2)C2CCCCC2)=C(C(C)C)C=1)C.C([O-])(=O)C.[K+]. The catalyst is C1C=CC(/C=C/C(/C=C/C2C=CC=CC=2)=O)=CC=1.C1C=CC(/C=C/C(/C=C/C2C=CC=CC=2)=O)=CC=1.C1C=CC(/C=C/C(/C=C/C2C=CC=CC=2)=O)=CC=1.[Pd].[Pd].O1CCOCC1. The product is [CH3:8][N:6]1[CH:7]=[C:2]([B:17]2[O:21][C:20]([CH3:23])([CH3:22])[C:19]([CH3:25])([CH3:24])[O:18]2)[CH:3]=[C:4]([NH:10][C:11]2[CH:16]=[N:15][CH:14]=[CH:13][N:12]=2)[C:5]1=[O:9]. The yield is 0.900.